Dataset: Forward reaction prediction with 1.9M reactions from USPTO patents (1976-2016). Task: Predict the product of the given reaction. Given the reactants [NH2:1][CH2:2][C:3]1([CH3:19])[CH2:18][CH2:17][CH2:16][C:5]2([O:9][C:8](=[O:10])[N:7]([CH2:11][C:12]([CH3:15])([CH3:14])[CH3:13])[CH2:6]2)[CH2:4]1.[Cl:20][C:21]1[CH:26]=[CH:25][C:24]([N+:27]([O-:29])=[O:28])=[C:23](F)[CH:22]=1.C(=O)([O-])[O-].[K+].[K+], predict the reaction product. The product is: [Cl:20][C:21]1[CH:22]=[CH:23][C:24]([N+:27]([O-:29])=[O:28])=[C:25]([NH:1][CH2:2][C:3]2([CH3:19])[CH2:18][CH2:17][CH2:16][C:5]3([O:9][C:8](=[O:10])[N:7]([CH2:11][C:12]([CH3:14])([CH3:15])[CH3:13])[CH2:6]3)[CH2:4]2)[CH:26]=1.